This data is from Full USPTO retrosynthesis dataset with 1.9M reactions from patents (1976-2016). The task is: Predict the reactants needed to synthesize the given product. (1) Given the product [CH3:42][C:20]([S:22][C:23]([C:36]1[CH:41]=[CH:40][CH:39]=[CH:38][CH:37]=1)([C:30]1[CH:35]=[CH:34][CH:33]=[CH:32][CH:31]=1)[C:24]1[CH:29]=[CH:28][CH:27]=[CH:26][CH:25]=1)([CH3:21])[C@H:19]([NH:43][C:44](=[O:60])[O:45][CH2:46][CH:47]1[C:59]2[CH:58]=[CH:57][CH:56]=[CH:55][C:54]=2[C:53]2[C:48]1=[CH:49][CH:50]=[CH:51][CH:52]=2)[C:18](=[O:61])[NH:17][CH2:16][CH2:15][CH2:14][CH2:13][CH:12]=[O:11], predict the reactants needed to synthesize it. The reactants are: C(Cl)(=O)C(Cl)=O.CS(C)=O.[OH:11][CH2:12][CH2:13][CH2:14][CH2:15][CH2:16][NH:17][C:18](=[O:61])[C@@H:19]([NH:43][C:44](=[O:60])[O:45][CH2:46][CH:47]1[C:59]2[CH:58]=[CH:57][CH:56]=[CH:55][C:54]=2[C:53]2[C:48]1=[CH:49][CH:50]=[CH:51][CH:52]=2)[C:20]([CH3:42])([S:22][C:23]([C:36]1[CH:41]=[CH:40][CH:39]=[CH:38][CH:37]=1)([C:30]1[CH:35]=[CH:34][CH:33]=[CH:32][CH:31]=1)[C:24]1[CH:29]=[CH:28][CH:27]=[CH:26][CH:25]=1)[CH3:21]. (2) Given the product [Br:16][C:11]1[CH:12]=[C:7]([O:6][CH:1]2[CH2:5][CH2:4][CH2:3][CH2:2]2)[C:8]([NH2:13])=[N:9][CH:10]=1, predict the reactants needed to synthesize it. The reactants are: [CH:1]1([O:6][C:7]2[C:8]([N+:13]([O-])=O)=[N:9][CH:10]=[CH:11][CH:12]=2)[CH2:5][CH2:4][CH2:3][CH2:2]1.[Br:16]Br.